From a dataset of Full USPTO retrosynthesis dataset with 1.9M reactions from patents (1976-2016). Predict the reactants needed to synthesize the given product. (1) The reactants are: CS([C:5]1[N:17]=[C:8]2[N:9]=[C:10]([CH2:15][CH3:16])[CH:11]=[C:12]([CH2:13][CH3:14])[N:7]2[N:6]=1)(=O)=O.[Cl:18][C:19]1[CH:28]=[CH:27][C:22]([O:23][CH2:24][CH2:25][OH:26])=[CH:21][CH:20]=1. Given the product [CH2:15]([C:10]1[CH:11]=[C:12]([CH2:13][CH3:14])[N:7]2[N:6]=[C:5]([O:26][CH2:25][CH2:24][O:23][C:22]3[CH:27]=[CH:28][C:19]([Cl:18])=[CH:20][CH:21]=3)[N:17]=[C:8]2[N:9]=1)[CH3:16], predict the reactants needed to synthesize it. (2) Given the product [CH2:35]([O:34][C:33](=[O:39])[NH:1][C:2]1[CH:7]=[CH:6][N:5]([CH2:8][CH2:9][CH2:10][CH2:11][N:12]2[CH:16]=[C:15]([C:17](=[O:18])[NH:19][CH2:20][C:21]3[CH:26]=[CH:25][CH:24]=[C:23]([O:27][C:28]([F:30])([F:31])[F:29])[CH:22]=3)[N:14]=[N:13]2)[C:4](=[O:32])[CH:3]=1)[CH:36]([CH3:38])[CH3:37], predict the reactants needed to synthesize it. The reactants are: [NH2:1][C:2]1[CH:7]=[CH:6][N:5]([CH2:8][CH2:9][CH2:10][CH2:11][N:12]2[CH:16]=[C:15]([C:17]([NH:19][CH2:20][C:21]3[CH:26]=[CH:25][CH:24]=[C:23]([O:27][C:28]([F:31])([F:30])[F:29])[CH:22]=3)=[O:18])[N:14]=[N:13]2)[C:4](=[O:32])[CH:3]=1.[C:33](Cl)(=[O:39])[O:34][CH2:35][CH:36]([CH3:38])[CH3:37]. (3) Given the product [CH2:1]1[C@H:6]([OH:7])[C@@H:5]([O:8][S:9]([O-:12])(=[O:11])=[O:10])[C@H:4]([O:13][C@H:14]2[C@H:19]([OH:20])[C@@H:18]([OH:21])[C@H:17]([O:22][C@@H:23]3[O:28][CH2:27][C@@H:26]([O:29][C@H:30]4[C@@H:35]([O:36][S:37]([O-:40])(=[O:38])=[O:39])[C@@H:34]([O:41][S:42]([O-:45])(=[O:44])=[O:43])[C@H:33]([OH:46])[O:32][C@@H:31]4[CH2:47][OH:48])[C@H:25]([OH:49])[C@H:24]3[OH:50])[O:16][C@@H:15]2[CH2:51][OH:52])[O:3][C@@H:2]1[CH2:53][O:54][S:55]([O-:58])(=[O:56])=[O:57].[OH:62][S:59]([O:61][S:9]([OH:11])(=[O:10])=[O:8])(=[O:60])=[O:63].[S:9](=[O:10])(=[O:8])([OH:12])[OH:11], predict the reactants needed to synthesize it. The reactants are: [CH2:1]1[C@H:6]([OH:7])[C@@H:5]([O:8][S:9]([O-:12])(=[O:11])=[O:10])[C@H:4]([O:13][C@H:14]2[C@H:19]([OH:20])[C@@H:18]([OH:21])[C@H:17]([O:22][C@@H:23]3[O:28][CH2:27][C@@H:26]([O:29][C@H:30]4[C@@H:35]([O:36][S:37]([O-:40])(=[O:39])=[O:38])[C@@H:34]([O:41][S:42]([O-:45])(=[O:44])=[O:43])[C@H:33]([OH:46])[O:32][C@@H:31]4[CH2:47][OH:48])[C@H:25]([OH:49])[C@H:24]3[OH:50])[O:16][C@@H:15]2[CH2:51][OH:52])[O:3][C@@H:2]1[CH2:53][O:54][S:55]([O-:58])(=[O:57])=[O:56].[S:59](=[O:63])(=[O:62])([OH:61])[OH:60]. (4) Given the product [CH3:2][C:1]1([C:4]2([C:7]([NH:9][C@@H:10]([C:12]3[CH:13]=[CH:14][CH:15]=[CH:16][CH:17]=3)[CH3:11])=[O:8])[CH2:6][CH2:5]2)[O:20][CH2:19][CH2:18][O:3]1, predict the reactants needed to synthesize it. The reactants are: [C:1]([C:4]1([C:7]([NH:9][C@@H:10]([C:12]2[CH:17]=[CH:16][CH:15]=[CH:14][CH:13]=2)[CH3:11])=[O:8])[CH2:6][CH2:5]1)(=[O:3])[CH3:2].[CH2:18](O)[CH2:19][OH:20].O. (5) Given the product [Cl:1][C:2]1[N:7]=[C:6]([NH:8][C@H:9]2[CH2:14][CH2:13][C@H:12]([NH:15][C:16](=[O:26])[CH2:17][NH:18][C:19](=[O:25])[O:20][C:21]([CH3:24])([CH3:23])[CH3:22])[CH2:11][CH2:10]2)[CH:5]=[C:4]([B:28]2[O:32][C:31]([CH3:34])([CH3:33])[C:30]([CH3:36])([CH3:35])[O:29]2)[CH:3]=1, predict the reactants needed to synthesize it. The reactants are: [Cl:1][C:2]1[N:7]=[C:6]([NH:8][C@H:9]2[CH2:14][CH2:13][C@H:12]([NH:15][C:16](=[O:26])[CH2:17][NH:18][C:19](=[O:25])[O:20][C:21]([CH3:24])([CH3:23])[CH3:22])[CH2:11][CH2:10]2)[CH:5]=[C:4](I)[CH:3]=1.[B:28]1([B:28]2[O:32][C:31]([CH3:34])([CH3:33])[C:30]([CH3:36])([CH3:35])[O:29]2)[O:32][C:31]([CH3:34])([CH3:33])[C:30]([CH3:36])([CH3:35])[O:29]1.C([O-])(=O)C.[K+].O. (6) Given the product [C:1]1([C:18]2[CH:23]=[CH:22][CH:21]=[CH:20][CH:19]=2)[CH:2]=[CH:3][C:4]([C@@:7]2([O:16][CH3:17])[CH2:11][N:10]([C:33](=[O:34])[C@@H:32]([NH:31][C:29]([O:28][C:24]([CH3:27])([CH3:26])[CH3:25])=[O:30])[CH2:36][N:37]([CH2:50][CH2:51][CH2:52][CH:53]=[CH2:54])[S:38]([C:41]3[CH:46]=[CH:45][CH:44]=[CH:43][C:42]=3[N+:47]([O-:49])=[O:48])(=[O:40])=[O:39])[C@H:9]([C:12]([O:14][CH3:15])=[O:13])[CH2:8]2)=[CH:5][CH:6]=1, predict the reactants needed to synthesize it. The reactants are: [C:1]1([C:18]2[CH:23]=[CH:22][CH:21]=[CH:20][CH:19]=2)[CH:6]=[CH:5][C:4]([C@@:7]2([O:16][CH3:17])[CH2:11][NH:10][C@H:9]([C:12]([O:14][CH3:15])=[O:13])[CH2:8]2)=[CH:3][CH:2]=1.[C:24]([O:28][C:29]([NH:31][C@@H:32]([CH2:36][N:37]([CH2:50][CH2:51][CH2:52][CH:53]=[CH2:54])[S:38]([C:41]1[CH:46]=[CH:45][CH:44]=[CH:43][C:42]=1[N+:47]([O-:49])=[O:48])(=[O:40])=[O:39])[C:33](O)=[O:34])=[O:30])([CH3:27])([CH3:26])[CH3:25].CCN(C(C)C)C(C)C.CN(C(ON1N=NC2C=CC=NC1=2)=[N+](C)C)C.F[P-](F)(F)(F)(F)F.